This data is from Peptide-MHC class II binding affinity with 134,281 pairs from IEDB. The task is: Regression. Given a peptide amino acid sequence and an MHC pseudo amino acid sequence, predict their binding affinity value. This is MHC class II binding data. The peptide sequence is ISPSFLVYSFFVHDL. The MHC is HLA-DQA10102-DQB10602 with pseudo-sequence HLA-DQA10102-DQB10602. The binding affinity (normalized) is 0.548.